The task is: Predict the product of the given reaction.. This data is from Forward reaction prediction with 1.9M reactions from USPTO patents (1976-2016). (1) Given the reactants [CH3:1][O:2][C:3]1[C:8]2[C:9](=[O:23])[O:10][C:11]([C:13]3[C:22]4[C:17](=[CH:18][CH:19]=[CH:20][CH:21]=4)[CH:16]=[CH:15][CH:14]=3)=[N:12][C:7]=2[CH:6]=[CH:5][CH:4]=1.[NH2:24][CH2:25][CH:26]([OH:29])[CH2:27][CH3:28], predict the reaction product. The product is: [OH:29][CH:26]([CH2:27][CH3:28])[CH2:25][NH:24][C:9]([C:8]1[C:3]([O:2][CH3:1])=[CH:4][CH:5]=[CH:6][C:7]=1[NH:12][C:11]([C:13]1[C:22]2[C:17](=[CH:18][CH:19]=[CH:20][CH:21]=2)[CH:16]=[CH:15][CH:14]=1)=[O:10])=[O:23]. (2) Given the reactants C(N(CC)CC)C.[N:8]1([C:13](Cl)=[O:14])[CH2:12][CH2:11][CH2:10][CH2:9]1.[CH3:16][C:17]1[N:21]([C:22]2[CH:27]=[CH:26][C:25]([C:28]([F:31])([F:30])[F:29])=[CH:24][N:23]=2)[N:20]=[CH:19][C:18]=1[C:32]([NH:34][C:35]1[CH:36]=[N:37][C:38]([C:42]2[CH2:43][CH2:44][NH:45][CH2:46][CH:47]=2)=[C:39]([CH3:41])[CH:40]=1)=[O:33], predict the reaction product. The product is: [CH3:16][C:17]1[N:21]([C:22]2[CH:27]=[CH:26][C:25]([C:28]([F:31])([F:30])[F:29])=[CH:24][N:23]=2)[N:20]=[CH:19][C:18]=1[C:32]([NH:34][C:35]1[CH2:36][N:37]([C:13]([N:8]2[CH2:12][CH2:11][CH2:10][CH2:9]2)=[O:14])[C:38]([C:42]2[CH2:43][CH2:44][NH:45][CH2:46][CH:47]=2)=[C:39]([CH3:41])[CH:40]=1)=[O:33]. (3) Given the reactants [CH3:1][S:2][C:3]1[CH:8]=[C:7]([C:9]2[C:22]3[C:23]4=[C:24]5[C:19](=[CH:20][CH:21]=3)[CH:18]=[CH:17][CH:16]=[C:15]5[CH:14]=[CH:13][C:12]4=[CH:11][CH:10]=2)OC(=O)[C:4]=1[C:26]([O:28][CH3:29])=[O:27].[C:30]1([N:36]2[CH:44]=[C:43]3[C:38]([CH2:39][CH2:40][CH2:41][C:42]3=O)=[N:37]2)[CH:35]=[CH:34][CH:33]=[CH:32][CH:31]=1.[OH-].[K+].Cl, predict the reaction product. The product is: [CH3:1][S:2][C:3]1[CH:8]=[C:7]([C:9]2[C:22]3[C:23]4=[C:24]5[C:19](=[CH:20][CH:21]=3)[CH:18]=[CH:17][CH:16]=[C:15]5[CH:14]=[CH:13][C:12]4=[CH:11][CH:10]=2)[C:41]2[CH2:40][CH2:39][C:38]3[C:43](=[CH:44][N:36]([C:30]4[CH:35]=[CH:34][CH:33]=[CH:32][CH:31]=4)[N:37]=3)[C:42]=2[C:4]=1[C:26]([O:28][CH3:29])=[O:27]. (4) Given the reactants Br[C:2]1[CH:7]=[CH:6][C:5]([OH:8])=[CH:4][CH:3]=1.[CH3:9][NH:10][C:11]1[CH:16]=[CH:15][C:14]([CH3:17])=[CH:13][CH:12]=1, predict the reaction product. The product is: [CH3:9][N:10]([C:11]1[CH:16]=[CH:15][C:14]([CH3:17])=[CH:13][CH:12]=1)[C:2]1[CH:7]=[CH:6][C:5]([OH:8])=[CH:4][CH:3]=1. (5) Given the reactants [Cl:1][C:2]1[CH:35]=[CH:34][C:5]([O:6][C:7]2[CH:31]=[CH:30][C:10]([CH2:11][O:12][C:13]3[CH:14]=[C:15]4[N:22](C(OC(C)(C)C)=O)[CH2:21][CH2:20][N:16]4[C:17](=[O:19])[N:18]=3)=[CH:9][C:8]=2[C:32]#[N:33])=[CH:4][C:3]=1[C:36]([F:39])([F:38])[F:37].C(O)(C(F)(F)F)=O, predict the reaction product. The product is: [Cl:1][C:2]1[CH:35]=[CH:34][C:5]([O:6][C:7]2[CH:31]=[CH:30][C:10]([CH2:11][O:12][C:13]3[CH:14]=[C:15]4[NH:22][CH2:21][CH2:20][N:16]4[C:17](=[O:19])[N:18]=3)=[CH:9][C:8]=2[C:32]#[N:33])=[CH:4][C:3]=1[C:36]([F:39])([F:38])[F:37]. (6) The product is: [CH2:4]([N:11]1[CH2:16][CH2:15][C:14]([N:19]2[CH2:20][CH2:21][N:22]([CH3:25])[CH2:23][CH2:24]2)([CH3:17])[CH2:13][CH2:12]1)[C:5]1[CH:10]=[CH:9][CH:8]=[CH:7][CH:6]=1. Given the reactants C[Mg]Cl.[CH2:4]([N:11]1[CH2:16][CH2:15][C:14]([N:19]2[CH2:24][CH2:23][N:22]([CH3:25])[CH2:21][CH2:20]2)([C:17]#N)[CH2:13][CH2:12]1)[C:5]1[CH:10]=[CH:9][CH:8]=[CH:7][CH:6]=1.[NH4+].[Cl-], predict the reaction product. (7) Given the reactants [NH2:1][C:2]1[CH:3]=[C:4]([C:8]2[C:16]([C:17]3[CH:22]=[CH:21][N:20]=[C:19]([NH:23][C:24]4[CH:29]=[CH:28][CH:27]=[C:26]([F:30])[CH:25]=4)[N:18]=3)=[C:11]3[CH:12]=[CH:13][CH:14]=[CH:15][N:10]3[N:9]=2)[CH:5]=[CH:6][CH:7]=1.[Cl:31][C:32]1[CH:40]=[CH:39][C:38]([F:41])=[CH:37][C:33]=1[C:34](Cl)=[O:35].C(O)C(N)(CO)CO.CCN(CC)CC, predict the reaction product. The product is: [Cl:31][C:32]1[CH:40]=[CH:39][C:38]([F:41])=[CH:37][C:33]=1[C:34]([NH:1][C:2]1[CH:7]=[CH:6][CH:5]=[C:4]([C:8]2[C:16]([C:17]3[CH:22]=[CH:21][N:20]=[C:19]([NH:23][C:24]4[CH:29]=[CH:28][CH:27]=[C:26]([F:30])[CH:25]=4)[N:18]=3)=[C:11]3[CH:12]=[CH:13][CH:14]=[CH:15][N:10]3[N:9]=2)[CH:3]=1)=[O:35].